From a dataset of Catalyst prediction with 721,799 reactions and 888 catalyst types from USPTO. Predict which catalyst facilitates the given reaction. (1) Reactant: [Si:1]([O:8][CH2:9][CH2:10][NH:11][C:12]1[CH:17]=[C:16]([C:18]([F:21])([F:20])[F:19])[CH:15]=[C:14]([C:22]([F:25])([F:24])[F:23])[CH:13]=1)([C:4]([CH3:7])([CH3:6])[CH3:5])([CH3:3])[CH3:2].[CH3:26][C:27]([O:30][C:31](O[C:31]([O:30][C:27]([CH3:29])([CH3:28])[CH3:26])=[O:32])=[O:32])([CH3:29])[CH3:28].C(N(CC)CC)C.CN(C1C=CC=CN=1)C. Product: [F:25][C:22]([F:23])([F:24])[C:14]1[CH:13]=[C:12]([N:11]([CH2:10][CH2:9][O:8][Si:1]([C:4]([CH3:7])([CH3:6])[CH3:5])([CH3:3])[CH3:2])[C:31](=[O:32])[O:30][C:27]([CH3:29])([CH3:28])[CH3:26])[CH:17]=[C:16]([C:18]([F:21])([F:19])[F:20])[CH:15]=1. The catalyst class is: 287. (2) Reactant: C(OC([N:8]1[CH2:13][CH2:12][CH:11]([CH2:14][N:15]2[C:23]([O:24][CH3:25])=[N:22][C:21]3[C:16]2=[N:17][C:18]([O:27][CH2:28][CH2:29][O:30][CH3:31])=[N:19][C:20]=3[NH2:26])[CH2:10][CH2:9]1)=O)(C)(C)C.[C:32]([O:36][C:37]([N:39]([CH2:41][CH2:42][CH2:43]Cl)[CH3:40])=[O:38])([CH3:35])([CH3:34])[CH3:33].C(=O)([O-])[O-].[K+].[K+]. Product: [C:32]([O:36][C:37]([N:39]([CH2:41][CH2:42][CH2:43][N:8]1[CH2:9][CH2:10][CH:11]([CH2:14][N:15]2[C:23]([O:24][CH3:25])=[N:22][C:21]3[C:16]2=[N:17][C:18]([O:27][CH2:28][CH2:29][O:30][CH3:31])=[N:19][C:20]=3[NH2:26])[CH2:12][CH2:13]1)[CH3:40])=[O:38])([CH3:35])([CH3:34])[CH3:33]. The catalyst class is: 55.